This data is from Reaction yield outcomes from USPTO patents with 853,638 reactions. The task is: Predict the reaction yield, written as a fraction of the theoretical maximum amount of product (1.0 means a 100% yield; for example, 0.34 means a 34% yield). (1) The reactants are [CH:1]([C:4]1[CH:9]=[CH:8][C:7]([CH:10]2[C:14]3[C:15]([CH3:32])=[C:16]([N:21]4[C:29](=O)[C:28]5[C:23](=[CH:24][CH:25]=[CH:26][CH:27]=5)[C:22]4=O)[C:17]([CH3:20])=[C:18]([CH3:19])[C:13]=3[O:12][C:11]2([CH3:34])[CH3:33])=[CH:6][CH:5]=1)([CH3:3])[CH3:2]. The catalyst is CCCCCC. The product is [CH:1]([C:4]1[CH:9]=[CH:8][C:7]([CH:10]2[C:14]3[C:15]([CH3:32])=[C:16]([N:21]4[CH2:22][C:23]5[C:28](=[CH:27][CH:26]=[CH:25][CH:24]=5)[CH2:29]4)[C:17]([CH3:20])=[C:18]([CH3:19])[C:13]=3[O:12][C:11]2([CH3:34])[CH3:33])=[CH:6][CH:5]=1)([CH3:3])[CH3:2]. The yield is 0.570. (2) The reactants are [O:1]=[C:2]([CH2:6][CH3:7])[C:3]([OH:5])=[O:4].S(=O)(=O)(O)O.[CH3:13][CH2:14]O. No catalyst specified. The product is [O:1]=[C:2]([CH2:6][CH3:7])[C:3]([O:5][CH2:13][CH3:14])=[O:4]. The yield is 0.980. (3) The reactants are [CH2:1]([P:3]([O-:9])[O:4][CH2:5][CH2:6][CH2:7][CH3:8])[CH3:2].[O-]CC.[Na+].[CH2:14](Cl)[CH:15]=[CH2:16]. The catalyst is C(O)C. The product is [CH2:1]([P:3]([CH:14]=[CH:15][CH3:16])(=[O:9])[O:4][CH2:5][CH2:6][CH2:7][CH3:8])[CH3:2]. The yield is 0.260. (4) The reactants are [OH:1][C:2]1[CH:7]=[CH:6][C:5]([C:8]2[CH2:13][CH2:12][CH2:11][CH:10]([C:14]3[CH:19]=[CH:18][C:17]([OH:20])=[CH:16][CH:15]=3)[CH:9]=2)=[CH:4][CH:3]=1.OC1C=CC(C2CC(C3C=CC(O)=CC=3)CCC=2)=CC=1.C(C(C)=O)C(C)C.CC(C1C=CC=CC=1)=C. The catalyst is C(OCC)(=O)C.[C].[Pd].C1CCCCC1. The product is [OH:1][C:2]1[CH:3]=[CH:4][C:5]([C:8]2[CH:13]=[CH:12][CH:11]=[C:10]([C:14]3[CH:19]=[CH:18][C:17]([OH:20])=[CH:16][CH:15]=3)[CH:9]=2)=[CH:6][CH:7]=1. The yield is 0.330. (5) The reactants are [CH2:1]([NH:5][C:6]1[CH:7]=[CH:8][C:9]2[N:10]([C:12]([C:15]([NH:17][C:18]3[CH:32]=[CH:31][C:21]([CH2:22][NH:23]C(=O)OC(C)(C)C)=[CH:20][CH:19]=3)=[O:16])=[CH:13][N:14]=2)[N:11]=1)[CH2:2][CH2:3][CH3:4].C(Cl)(=O)C. The catalyst is CO. The product is [NH2:23][CH2:22][C:21]1[CH:31]=[CH:32][C:18]([NH:17][C:15]([C:12]2[N:10]3[N:11]=[C:6]([NH:5][CH2:1][CH2:2][CH2:3][CH3:4])[CH:7]=[CH:8][C:9]3=[N:14][CH:13]=2)=[O:16])=[CH:19][CH:20]=1. The yield is 0.200.